This data is from Reaction yield outcomes from USPTO patents with 853,638 reactions. The task is: Predict the reaction yield, written as a fraction of the theoretical maximum amount of product (1.0 means a 100% yield; for example, 0.34 means a 34% yield). (1) The reactants are [F:1][C:2]1[CH:3]=[C:4]([CH:31]=[CH:32][C:33]=1[F:34])[CH2:5][N:6]1[CH2:11][CH2:10][C:9]([CH2:13][C:14]2[CH:30]=[CH:29][CH:28]=[CH:27][C:15]=2[C:16]([NH:18][C:19]2[CH:24]=[CH:23][C:22]([O:25][CH3:26])=[CH:21][CH:20]=2)=[O:17])(O)[CH2:8][CH2:7]1.[OH-].[Na+]. No catalyst specified. The product is [F:1][C:2]1[CH:3]=[C:4]([CH:31]=[CH:32][C:33]=1[F:34])[CH2:5][N:6]1[CH2:11][CH2:10][C:9]2([CH2:13][C:14]3[C:15](=[CH:27][CH:28]=[CH:29][CH:30]=3)[C:16](=[O:17])[N:18]2[C:19]2[CH:24]=[CH:23][C:22]([O:25][CH3:26])=[CH:21][CH:20]=2)[CH2:8][CH2:7]1. The yield is 0.540. (2) The reactants are [N+:1]([O-:4])(O)=[O:2].[Cl:5][C:6]1[CH:14]=[C:13]([CH3:15])[CH:12]=[CH:11][C:7]=1[C:8]([OH:10])=[O:9]. The catalyst is S(=O)(=O)(O)O. The product is [Cl:5][C:6]1[CH:14]=[C:13]([CH3:15])[C:12]([N+:1]([O-:4])=[O:2])=[CH:11][C:7]=1[C:8]([OH:10])=[O:9]. The yield is 0.510. (3) The reactants are [C:1]([O:5][C:6]([C:8]1[C:9]([Br:17])=[C:10]2[C:14](=[CH:15][CH:16]=1)[NH:13][N:12]=[CH:11]2)=[O:7])([CH3:4])([CH3:3])[CH3:2].C(N(CC)CC)C.[C:25]([O:29][C:30](O[C:30]([O:29][C:25]([CH3:28])([CH3:27])[CH3:26])=[O:31])=[O:31])([CH3:28])([CH3:27])[CH3:26]. The catalyst is C(Cl)Cl. The product is [C:25]([O:29][C:30]([N:13]1[C:14]2[C:10](=[C:9]([Br:17])[C:8]([C:6]([O:5][C:1]([CH3:4])([CH3:2])[CH3:3])=[O:7])=[CH:16][CH:15]=2)[CH:11]=[N:12]1)=[O:31])([CH3:28])([CH3:27])[CH3:26]. The yield is 0.450. (4) The reactants are [OH:1][C:2]1[CH:11]=[C:10]2[C:5]([C:6]3[CH:16]=[CH:15][C:14]([N+:17]([O-])=O)=[CH:13][C:7]=3[C:8](=[O:12])[O:9]2)=[CH:4][CH:3]=1. The catalyst is CO.CN(C)C=O.[Pd]. The product is [NH2:17][C:14]1[CH:15]=[CH:16][C:6]2[C:5]3[C:10](=[CH:11][C:2]([OH:1])=[CH:3][CH:4]=3)[O:9][C:8](=[O:12])[C:7]=2[CH:13]=1. The yield is 0.960. (5) The reactants are [NH2:1][C:2]1[CH:3]=[C:4]2[C:9](=[CH:10][CH:11]=1)[N:8]=[CH:7][C:6]([C:12]#[N:13])=[C:5]2[NH:14][C:15]1[CH:20]=[CH:19][C:18]([F:21])=[C:17]([Cl:22])[CH:16]=1.[N:23]1([CH2:29][CH2:30][N:31]2[CH:35]=[CH:34][N:33]=[C:32]2[CH:36]=O)[CH2:28][CH2:27][O:26][CH2:25][CH2:24]1.[BH3-]C#N.[Na+]. The catalyst is CCO. The product is [Cl:22][C:17]1[CH:16]=[C:15]([NH:14][C:5]2[C:4]3[C:9](=[CH:10][CH:11]=[C:2]([NH:1][CH2:36][C:32]4[N:31]([CH2:30][CH2:29][N:23]5[CH2:24][CH2:25][O:26][CH2:27][CH2:28]5)[CH:35]=[CH:34][N:33]=4)[CH:3]=3)[N:8]=[CH:7][C:6]=2[C:12]#[N:13])[CH:20]=[CH:19][C:18]=1[F:21]. The yield is 0.590. (6) The reactants are [CH2:1]([CH:4]1[CH2:10][N:9]([CH:11]2[CH2:15][CH2:14][CH2:13][CH2:12]2)[C:8]2[N:16]=[C:17](Cl)[N:18]=[CH:19][C:7]=2[N:6]([CH3:21])[C:5]1=[O:22])[CH:2]=[CH2:3].[NH2:23][C:24]1[CH:32]=[CH:31][C:27]([C:28]([OH:30])=[O:29])=[CH:26][C:25]=1[O:33][CH3:34].O.C1(C)C=CC(S(O)(=O)=O)=CC=1. The catalyst is O1CCOCC1. The product is [CH2:1]([CH:4]1[CH2:10][N:9]([CH:11]2[CH2:15][CH2:14][CH2:13][CH2:12]2)[C:8]2[N:16]=[C:17]([NH:23][C:24]3[CH:32]=[CH:31][C:27]([C:28]([OH:30])=[O:29])=[CH:26][C:25]=3[O:33][CH3:34])[N:18]=[CH:19][C:7]=2[N:6]([CH3:21])[C:5]1=[O:22])[CH:2]=[CH2:3]. The yield is 0.900.